From a dataset of Peptide-MHC class I binding affinity with 185,985 pairs from IEDB/IMGT. Regression. Given a peptide amino acid sequence and an MHC pseudo amino acid sequence, predict their binding affinity value. This is MHC class I binding data. (1) The MHC is Patr-A0901 with pseudo-sequence Patr-A0901. The binding affinity (normalized) is 0. The peptide sequence is YAAQGYKVL. (2) The peptide sequence is LEGYAFEHIV. The MHC is HLA-B40:01 with pseudo-sequence HLA-B40:01. The binding affinity (normalized) is 0.0974. (3) The peptide sequence is PIPVGDIYK. The MHC is HLA-A01:01 with pseudo-sequence HLA-A01:01. The binding affinity (normalized) is 0.0847. (4) The peptide sequence is RFAPPCKPL. The MHC is Patr-A0901 with pseudo-sequence Patr-A0901. The binding affinity (normalized) is 0.731.